From a dataset of Full USPTO retrosynthesis dataset with 1.9M reactions from patents (1976-2016). Predict the reactants needed to synthesize the given product. (1) Given the product [NH2:17][CH:9]([C:8]1[C:7]([O:24][CH3:25])=[CH:6][N:5]=[CH:4][C:3]=1[O:2][CH3:1])[CH2:10][CH2:11][CH2:12][C:13]([O:15][CH3:16])=[O:14], predict the reactants needed to synthesize it. The reactants are: [CH3:1][O:2][C:3]1[CH:4]=[N:5][CH:6]=[C:7]([O:24][CH3:25])[C:8]=1[CH:9]([NH:17]S(C(C)(C)C)=O)[CH2:10][CH2:11][CH2:12][C:13]([O:15][CH3:16])=[O:14].Cl.O1CCOCC1. (2) Given the product [F:1][C:2]1[CH:23]=[C:22]([N+:24]([O-:26])=[O:25])[CH:21]=[CH:20][C:3]=1[O:4][C:5]1[CH:10]=[CH:9][N:8]=[C:7]2[CH:11]=[C:12]([C:14]3[CH2:15][CH2:16][N:17]([C:36](=[O:38])[CH3:37])[CH2:18][CH:19]=3)[S:13][C:6]=12, predict the reactants needed to synthesize it. The reactants are: [F:1][C:2]1[CH:23]=[C:22]([N+:24]([O-:26])=[O:25])[CH:21]=[CH:20][C:3]=1[O:4][C:5]1[CH:10]=[CH:9][N:8]=[C:7]2[CH:11]=[C:12]([C:14]3[CH2:15][CH2:16][NH:17][CH2:18][CH:19]=3)[S:13][C:6]=12.CCN(C(C)C)C(C)C.[C:36](Cl)(=[O:38])[CH3:37]. (3) Given the product [Cl:1][C:2]1[N:3]=[CH:4][CH:5]=[C:6]2[CH:10]=[CH:9][N:8]([CH2:14][CH2:15][O:16][CH3:17])[C:7]=12, predict the reactants needed to synthesize it. The reactants are: [Cl:1][C:2]1[N:3]=[CH:4][CH:5]=[C:6]2[CH:10]=[CH:9][NH:8][C:7]=12.[H-].[Na+].Br[CH2:14][CH2:15][O:16][CH3:17].[Na+].[I-]. (4) Given the product [NH2:5][C:4](=[N:2][OH:3])[C@H:6]1[CH2:11][N:10]([C:12]([O:14][C:15]([CH3:18])([CH3:17])[CH3:16])=[O:13])[C@@H:9]([CH3:19])[CH2:8][CH2:7]1, predict the reactants needed to synthesize it. The reactants are: Cl.[NH2:2][OH:3].[C:4]([C@H:6]1[CH2:11][N:10]([C:12]([O:14][C:15]([CH3:18])([CH3:17])[CH3:16])=[O:13])[C@@H:9]([CH3:19])[CH2:8][CH2:7]1)#[N:5].CCN(CC)CC. (5) Given the product [Br:3][C:4]1[CH:5]=[C:6]([C:21]([OH:23])=[O:22])[CH:7]=[C:8]2[C:13]=1[O:12][C:11]([N:14]1[CH2:19][CH2:18][O:17][CH2:16][CH2:15]1)=[CH:10][C:9]2=[O:20], predict the reactants needed to synthesize it. The reactants are: [OH-].[Na+].[Br:3][C:4]1[CH:5]=[C:6]([C:21]([O:23]C)=[O:22])[CH:7]=[C:8]2[C:13]=1[O:12][C:11]([N:14]1[CH2:19][CH2:18][O:17][CH2:16][CH2:15]1)=[CH:10][C:9]2=[O:20].C1COCC1.Cl. (6) Given the product [Cl:30][C:19]1[CH:20]=[C:21]([C:22]2[C:27]([CH3:28])=[CH:26][CH:25]=[CH:24][C:23]=2[CH3:29])[C:15]2[O:14][CH:13]([CH2:12][NH:34][CH:31]3[CH2:33][CH2:32]3)[CH2:17][C:16]=2[CH:18]=1, predict the reactants needed to synthesize it. The reactants are: CC1C=CC(S(O[CH2:12][CH:13]2[CH2:17][C:16]3[CH:18]=[C:19]([Cl:30])[CH:20]=[C:21]([C:22]4[C:27]([CH3:28])=[CH:26][CH:25]=[CH:24][C:23]=4[CH3:29])[C:15]=3[O:14]2)(=O)=O)=CC=1.[CH:31]1([NH2:34])[CH2:33][CH2:32]1. (7) Given the product [CH2:1]([C:17]1([CH2:16][CH2:15][C:12]2[CH:13]=[CH:14][C:9]([CH2:1][CH2:2][C:3]3[CH:4]=[CH:5][CH:6]=[CH:7][CH:8]=3)=[CH:10][CH:11]=2)[CH:22]=[CH:21][CH:20]=[CH:19][CH2:18]1)[CH2:2][C:3]1[CH:8]=[CH:7][CH:6]=[CH:5][CH:4]=1, predict the reactants needed to synthesize it. The reactants are: [CH2:1]([C:9]1[CH:14]=[CH:13][C:12]([CH2:15][CH2:16][C:17]2[CH:22]=[CH:21][CH:20]=[CH:19][CH:18]=2)=[CH:11][CH:10]=1)[CH2:2][C:3]1[CH:8]=[CH:7][CH:6]=[CH:5][CH:4]=1. (8) Given the product [F:1][C:2]([F:14])([C:10]([F:11])([F:12])[F:13])/[CH:3]=[CH:4]/[C:5]([OH:7])=[O:6], predict the reactants needed to synthesize it. The reactants are: [F:1][C:2]([F:14])([C:10]([F:13])([F:12])[F:11])/[CH:3]=[CH:4]/[C:5]([O:7]CC)=[O:6]. (9) Given the product [CH3:83][N:80]1[CH2:81][CH2:82][N:77]([CH2:76][CH2:75][CH2:74][O:1][C:2]2[CH:10]=[CH:9][C:8]([C:11]3[N:12]([C:27]([O:29][C:30]([CH3:31])([CH3:33])[CH3:32])=[O:28])[C:13]4[C:18]([CH:19]=3)=[CH:17][C:16]([CH2:20][N:21]3[CH2:26][CH2:25][CH2:24][CH2:23][CH2:22]3)=[CH:15][CH:14]=4)=[C:7]3[C:3]=2[CH2:4][NH:5][C:6]3=[O:34])[CH2:78][CH2:79]1, predict the reactants needed to synthesize it. The reactants are: [OH:1][C:2]1[CH:10]=[CH:9][C:8]([C:11]2[N:12]([C:27]([O:29][C:30]([CH3:33])([CH3:32])[CH3:31])=[O:28])[C:13]3[C:18]([CH:19]=2)=[CH:17][C:16]([CH2:20][N:21]2[CH2:26][CH2:25][CH2:24][CH2:23][CH2:22]2)=[CH:15][CH:14]=3)=[C:7]2[C:3]=1[CH2:4][NH:5][C:6]2=[O:34].C1(P(C2C=CC=CC=2)C2C=CC=CC=2)C=CC=CC=1.CCOC(/N=N/C(OCC)=O)=O.C1(C)C=CC=CC=1.O[CH2:74][CH2:75][CH2:76][N:77]1[CH2:82][CH2:81][N:80]([CH3:83])[CH2:79][CH2:78]1. (10) Given the product [Cl:32][C:15]1[C:16]([Cl:31])=[C:17]([S:20](=[O:21])(=[O:22])[NH:23][C@@H:24]([CH2:29][CH3:30])[C:25]([F:26])([F:27])[F:28])[CH:18]=[CH:19][C:14]=1[C:7]1[S:6][C:5]([C:8]([O:10][CH2:11][CH3:12])=[O:9])=[N:4][C:3]=1[CH2:2][OH:1], predict the reactants needed to synthesize it. The reactants are: [OH:1][CH2:2][C:3]1[N:4]=[C:5]([C:8]([O:10][CH2:11][CH3:12])=[O:9])[S:6][CH:7]=1.Br[C:14]1[CH:19]=[CH:18][C:17]([S:20]([NH:23][C@@H:24]([CH2:29][CH3:30])[C:25]([F:28])([F:27])[F:26])(=[O:22])=[O:21])=[C:16]([Cl:31])[C:15]=1[Cl:32].P(C1CCCCC1)(C1CCCCC1)C1CCCCC1.[H+].[B-](F)(F)(F)F.C(O)(C(C)(C)C)=O.C([O-])([O-])=O.[Na+].[Na+].